This data is from Full USPTO retrosynthesis dataset with 1.9M reactions from patents (1976-2016). The task is: Predict the reactants needed to synthesize the given product. Given the product [F:38][C:33]1[CH:34]=[CH:35][CH:36]=[CH:37][C:32]=1[C:22]1[O:21][C:17]2[N:18]=[CH:19][N:20]=[C:15]([O:14][C@@H:10]3[CH2:11][CH2:12][CH2:13][NH:8][CH2:9]3)[C:16]=2[C:23]=1[C:24]1[CH:25]=[CH:26][C:27]([O:30][CH3:31])=[CH:28][CH:29]=1, predict the reactants needed to synthesize it. The reactants are: C([N:8]1[CH2:13][CH2:12][CH2:11][C@@H:10]([O:14][C:15]2[C:16]3[C:23]([C:24]4[CH:29]=[CH:28][C:27]([O:30][CH3:31])=[CH:26][CH:25]=4)=[C:22]([C:32]4[CH:37]=[CH:36][CH:35]=[CH:34][C:33]=4[F:38])[O:21][C:17]=3[N:18]=[CH:19][N:20]=2)[CH2:9]1)C1C=CC=CC=1.C(O)=O.